This data is from Full USPTO retrosynthesis dataset with 1.9M reactions from patents (1976-2016). The task is: Predict the reactants needed to synthesize the given product. (1) The reactants are: [Cl:1][C:2]1[CH:3]=[C:4]([C:15]2([C:19]([O:21][CH2:22][CH3:23])=[O:20])[CH2:18][CH2:17][CH2:16]2)[CH:5]=[C:6]([O:9][CH2:10][C:11]([F:14])([F:13])[F:12])[C:7]=1I.[F:24][C:25]([F:36])([F:35])[C:26]1[CH:31]=[CH:30][C:29](B(O)O)=[CH:28][CH:27]=1.[F-].[Cs+].CCOC(C)=O. Given the product [CH2:22]([O:21][C:19]([C:15]1([C:4]2[CH:5]=[C:6]([O:9][CH2:10][C:11]([F:14])([F:13])[F:12])[C:7]([C:29]3[CH:30]=[CH:31][C:26]([C:25]([F:36])([F:35])[F:24])=[CH:27][CH:28]=3)=[C:2]([Cl:1])[CH:3]=2)[CH2:18][CH2:17][CH2:16]1)=[O:20])[CH3:23], predict the reactants needed to synthesize it. (2) Given the product [CH2:1]([C:4]1[S:29][C:7]2[N:8]=[C:9]([CH2:25][C:26]([NH2:42])=[O:28])[N:10]=[C:11]([N:12]3[CH2:17][CH2:16][N:15]4[C:18]([C:21]([F:22])([F:24])[F:23])=[N:19][N:20]=[C:14]4[CH2:13]3)[C:6]=2[CH:5]=1)[CH2:2][CH3:3], predict the reactants needed to synthesize it. The reactants are: [CH2:1]([C:4]1[S:29][C:7]2[N:8]=[C:9]([CH2:25][C:26]([OH:28])=O)[N:10]=[C:11]([N:12]3[CH2:17][CH2:16][N:15]4[C:18]([C:21]([F:24])([F:23])[F:22])=[N:19][N:20]=[C:14]4[CH2:13]3)[C:6]=2[CH:5]=1)[CH2:2][CH3:3].[Cl-].[NH4+].C(Cl)CCl.C1C=CC2N(O)N=[N:42]C=2C=1.C(N(C(C)C)CC)(C)C. (3) Given the product [NH2:1][C:2]1[C:11]2[C:6](=[CH:7][CH:8]=[CH:9][C:10]=2[O:12][CH2:13][C@@H:14]([NH:17][C:28](=[O:29])[C:27]2[CH:26]=[C:25]([OH:24])[CH:33]=[C:32]([OH:34])[CH:31]=2)[CH2:15][CH3:16])[N:5]=[C:4]([CH3:18])[C:3]=1[C:19]([O:21][CH2:22][CH3:23])=[O:20], predict the reactants needed to synthesize it. The reactants are: [NH2:1][C:2]1[C:11]2[C:6](=[CH:7][CH:8]=[CH:9][C:10]=2[O:12][CH2:13][C@@H:14]([NH2:17])[CH2:15][CH3:16])[N:5]=[C:4]([CH3:18])[C:3]=1[C:19]([O:21][CH2:22][CH3:23])=[O:20].[OH:24][C:25]1[CH:26]=[C:27]([CH:31]=[C:32]([OH:34])[CH:33]=1)[C:28](O)=[O:29]. (4) Given the product [Cl:16][C:15]1[C:6]([NH:5][C:3](=[O:4])[CH2:2][S:36][C:30]2[CH:35]=[CH:34][CH:33]=[CH:32][CH:31]=2)=[C:7]2[C:12](=[CH:13][CH:14]=1)[N:11]=[C:10]([N:17]1[CH2:21][CH2:20][C@@H:19]([O:22][Si:23]([C:26]([CH3:28])([CH3:29])[CH3:27])([CH3:25])[CH3:24])[CH2:18]1)[CH:9]=[CH:8]2, predict the reactants needed to synthesize it. The reactants are: Cl[CH2:2][C:3]([NH:5][C:6]1[C:15]([Cl:16])=[CH:14][CH:13]=[C:12]2[C:7]=1[CH:8]=[CH:9][C:10]([N:17]1[CH2:21][CH2:20][C@@H:19]([O:22][Si:23]([C:26]([CH3:29])([CH3:28])[CH3:27])([CH3:25])[CH3:24])[CH2:18]1)=[N:11]2)=[O:4].[C:30]1([SH:36])[CH:35]=[CH:34][CH:33]=[CH:32][CH:31]=1.C(N(CC)CC)C. (5) Given the product [C:25]1([C:24]2[C:17]3[C:16]([NH:14][CH2:13][CH:9]4[CH2:10][CH2:11][CH2:12][S:8]4)=[N:21][CH:20]=[N:19][C:18]=3[O:22][C:23]=2[C:31]2[CH:32]=[CH:33][CH:34]=[CH:35][CH:36]=2)[CH:30]=[CH:29][CH:28]=[CH:27][CH:26]=1, predict the reactants needed to synthesize it. The reactants are: FC(F)(F)C([O-])=O.[S:8]1[CH2:12][CH2:11][CH2:10][CH:9]1[CH2:13][NH3+:14].Br[C:16]1[C:17]2[C:24]([C:25]3[CH:30]=[CH:29][CH:28]=[CH:27][CH:26]=3)=[C:23]([C:31]3[CH:36]=[CH:35][CH:34]=[CH:33][CH:32]=3)[O:22][C:18]=2[N:19]=[CH:20][N:21]=1.CCN(C(C)C)C(C)C. (6) Given the product [NH2:17][C:18]1[C:26]([Cl:27])=[CH:25][C:21]([C:22]([NH:15][CH2:14][C@@H:10]2[CH2:9][N:8]([CH2:7][CH2:6][CH2:5][C:4]([O:3][C@@H:1]3[CH:37]4[CH2:38][CH2:39][N:40]([CH2:42][CH2:43]4)[CH2:2]3)=[O:16])[CH2:13][CH2:12][O:11]2)=[O:24])=[C:20]([O:28][CH2:29][CH3:30])[CH:19]=1.[CH2:1]([O:3][C:4](=[O:16])[CH2:5][CH2:6][CH2:7][N:8]1[CH2:13][CH2:12][O:11][C@H:10]([CH2:14][NH:15][C:22](=[O:23])[C:21]2[CH:25]=[C:26]([Cl:27])[C:18]([NH2:17])=[CH:19][C:20]=2[O:28][CH2:29][CH3:30])[CH2:9]1)[CH3:2], predict the reactants needed to synthesize it. The reactants are: [CH2:1]([O:3][C:4](=[O:16])[CH2:5][CH2:6][CH2:7][N:8]1[CH2:13][CH2:12][O:11][C@H:10]([CH2:14][NH2:15])[CH2:9]1)[CH3:2].[NH2:17][C:18]1[C:26]([Cl:27])=[CH:25][C:21]([C:22]([OH:24])=[O:23])=[C:20]([O:28][CH2:29][CH3:30])[CH:19]=1.Cl.C(N=C=N[CH2:37][CH2:38][CH2:39][N:40]([CH3:42])C)C.[C:43](=O)(O)[O-].[Na+]. (7) Given the product [F:1][C:2]1[CH:3]=[CH:4][C:5]([C:8]23[CH2:14][CH:9]2[CH:10]([NH2:13])[CH2:11][CH2:12]3)=[CH:6][CH:7]=1, predict the reactants needed to synthesize it. The reactants are: [F:1][C:2]1[CH:7]=[CH:6][C:5]([C:8]2[CH2:12][CH2:11][CH:10]([NH2:13])[CH:9]=2)=[CH:4][CH:3]=1.[CH2:14]([Zn]CC)C.ICI.[Cl-].[NH4+].